Dataset: Forward reaction prediction with 1.9M reactions from USPTO patents (1976-2016). Task: Predict the product of the given reaction. The product is: [CH2:1]([NH:5][CH2:6][PH2:7])[C:2]([O-:4])=[O:3].[NH4+:11].[NH3:5]. Given the reactants [CH2:1]([NH:5][CH2:6][P:7](O)(O)=O)[C:2]([OH:4])=[O:3].[NH3:11], predict the reaction product.